Dataset: Forward reaction prediction with 1.9M reactions from USPTO patents (1976-2016). Task: Predict the product of the given reaction. (1) Given the reactants Br[C:2]1[CH:3]=[CH:4][C:5]([N:9]2[CH2:14][CH2:13][NH:12][C@H:11]([CH3:15])[CH2:10]2)=[N:6][C:7]=1[CH3:8].[F:16][C:17]([F:31])([F:30])[C:18]1[CH:26]=[C:25]2[C:21]([CH:22]=[N:23][NH:24]2)=[C:20](B(O)O)[CH:19]=1.[C:32]([O-:35])(O)=[O:33].[Na+], predict the reaction product. The product is: [C:32]([OH:35])([C:17]([F:31])([F:30])[F:16])=[O:33].[CH3:8][C:7]1[C:2]([C:20]2[CH:19]=[C:18]([C:17]([F:31])([F:30])[F:16])[CH:26]=[C:25]3[C:21]=2[CH:22]=[N:23][NH:24]3)=[CH:3][CH:4]=[C:5]([N:9]2[CH2:14][CH2:13][NH:12][C@H:11]([CH3:15])[CH2:10]2)[N:6]=1. (2) Given the reactants Br[C:2]1[CH:7]=[CH:6][CH:5]=[C:4]([Br:8])[N+:3]=1[O-:9].[CH2:10]([NH:17][C@H:18]1[CH2:23][CH2:22][C@@H:21]([NH2:24])[CH2:20][CH2:19]1)[C:11]1[CH:16]=[CH:15][CH:14]=[CH:13][CH:12]=1.C([O-])(O)=O.[Na+], predict the reaction product. The product is: [CH2:10]([NH:17][C@H:18]1[CH2:23][CH2:22][C@@H:21]([NH:24][C:2]2[CH:7]=[CH:6][CH:5]=[C:4]([Br:8])[N+:3]=2[O-:9])[CH2:20][CH2:19]1)[C:11]1[CH:16]=[CH:15][CH:14]=[CH:13][CH:12]=1. (3) Given the reactants [CH:1]([NH:4][C:5](=[O:25])[O:6][CH2:7][C:8]1([CH2:20][CH2:21][CH:22]([CH3:24])[CH3:23])[C:17]2[C:12](=[CH:13][CH:14]=[CH:15][CH:16]=2)[CH2:11][CH:10]=[C:9]1[O:18][CH3:19])([CH3:3])[CH3:2].[Cr](O[Cr]([O-])(=O)=O)([O-])(=O)=[O:27].[NH+]1C=CC=CC=1.[NH+]1C=CC=CC=1.C(OOC(C)(C)C)(C)(C)C.O, predict the reaction product. The product is: [CH:1]([NH:4][C:5](=[O:25])[O:6][CH2:7][C:8]1([CH2:20][CH2:21][CH:22]([CH3:24])[CH3:23])[C:17]2[C:12](=[CH:13][CH:14]=[CH:15][CH:16]=2)[C:11](=[O:27])[CH:10]=[C:9]1[O:18][CH3:19])([CH3:3])[CH3:2]. (4) Given the reactants [CH:1]1([C:4]2[CH:5]=[CH:6][C:7]([C:17]([OH:19])=O)=[N:8][C:9]=2[S:10]([CH2:13][CH:14]([CH3:16])[CH3:15])(=[O:12])=[O:11])[CH2:3][CH2:2]1.[CH3:20][C:21]1([CH3:26])[CH2:25][CH2:24][CH2:23][NH:22]1.CN(C(ON1N=NC2C=CC=CC1=2)=[N+](C)C)C.[B-](F)(F)(F)F.CCN(C(C)C)C(C)C, predict the reaction product. The product is: [CH:1]1([C:4]2[CH:5]=[CH:6][C:7]([C:17]([N:22]3[CH2:23][CH2:24][CH2:25][C:21]3([CH3:26])[CH3:20])=[O:19])=[N:8][C:9]=2[S:10]([CH2:13][CH:14]([CH3:15])[CH3:16])(=[O:11])=[O:12])[CH2:2][CH2:3]1. (5) The product is: [CH2:28]([N:30]([CH2:34][CH3:35])[CH2:31][CH2:32][O:14][N:13]=[C:8]1[CH2:7][CH:6]([C:15]2[CH:20]=[CH:19][CH:18]=[CH:17][C:16]=2[C:21]2[CH:26]=[CH:25][CH:24]=[CH:23][CH:22]=2)[CH2:5][C:4]2[N:3]=[C:2]([NH2:1])[N:11]=[C:10]([CH3:12])[C:9]1=2)[CH3:29]. Given the reactants [NH2:1][C:2]1[N:11]=[C:10]([CH3:12])[C:9]2[C:8](=[N:13][OH:14])[CH2:7][CH:6]([C:15]3[CH:20]=[CH:19][CH:18]=[CH:17][C:16]=3[C:21]3[CH:26]=[CH:25][CH:24]=[CH:23][CH:22]=3)[CH2:5][C:4]=2[N:3]=1.Cl.[CH2:28]([N:30]([CH2:34][CH3:35])[CH2:31][CH2:32]Cl)[CH3:29].[H-].[Na+].CN(C)CCCON=C1CC(C2C=C(F)C=CC=2C2C=CC=CC=2)CC2N=C(N)N=C(C)C1=2, predict the reaction product. (6) Given the reactants [C:1]([C:4]1[O:8][C:7]([C:9]2[C:17]3[C:12](=[CH:13][CH:14]=[CH:15][CH:16]=3)[NH:11][N:10]=2)=[CH:6][CH:5]=1)([OH:3])=[O:2].S(=O)(=O)(O)O.O.[C:24]1(C)C=CC=C[CH:25]=1, predict the reaction product. The product is: [CH2:24]([O:2][C:1]([C:4]1[O:8][C:7]([C:9]2[C:17]3[C:12](=[CH:13][CH:14]=[CH:15][CH:16]=3)[NH:11][N:10]=2)=[CH:6][CH:5]=1)=[O:3])[CH3:25]. (7) Given the reactants [O:1]1[CH:5]=[CH:4][CH:3]=[C:2]1[CH2:6][NH:7][C:8](=[O:19])[C:9]1[CH:14]=[C:13]([N+:15]([O-:17])=[O:16])[CH:12]=[CH:11][C:10]=1F.[Cl:20][C:21]1[CH:22]=[C:23]([OH:27])[CH:24]=[N:25][CH:26]=1.C([O-])([O-])=O.[K+].[K+], predict the reaction product. The product is: [O:1]1[CH:5]=[CH:4][CH:3]=[C:2]1[CH2:6][NH:7][C:8](=[O:19])[C:9]1[CH:14]=[C:13]([N+:15]([O-:17])=[O:16])[CH:12]=[CH:11][C:10]=1[O:27][C:23]1[CH:22]=[C:21]([Cl:20])[CH:26]=[N:25][CH:24]=1. (8) Given the reactants C[O:2][C:3]([C:5]1[CH:6]=[C:7]2[C:20](=[CH:21][CH:22]=1)[C@@H:19]1[C@H:10]([C@H:11]3[C@@:15]([CH2:17][CH2:18]1)([CH3:16])[C:14](=[O:23])[CH2:13][C@H:12]3[CH2:24][CH2:25][C:26]([NH:28][C:29]1[S:30][C:31]([CH3:34])=[CH:32][N:33]=1)=[O:27])[CH2:9][CH2:8]2)=[O:4].[Li+].[OH-].CO, predict the reaction product. The product is: [CH3:34][C:31]1[S:30][C:29]([NH:28][C:26](=[O:27])[CH2:25][CH2:24][C@H:12]2[C@H:11]3[C@H:10]4[C@H:19]([CH2:18][CH2:17][C@:15]3([CH3:16])[C:14](=[O:23])[CH2:13]2)[C:20]2[C:7](=[CH:6][C:5]([C:3]([OH:4])=[O:2])=[CH:22][CH:21]=2)[CH2:8][CH2:9]4)=[N:33][CH:32]=1. (9) The product is: [Cl:1][C:2]1[CH:11]=[CH:10][C:9]([NH:12][CH3:13])=[CH:8][C:3]=1[C:4]([O:6][CH3:7])=[O:5]. Given the reactants [Cl:1][C:2]1[CH:11]=[CH:10][C:9]([NH2:12])=[CH:8][C:3]=1[C:4]([O:6][CH3:7])=[O:5].[C:13](=O)([O-])[O-].[K+].[K+].CI, predict the reaction product.